From a dataset of HIV replication inhibition screening data with 41,000+ compounds from the AIDS Antiviral Screen. Binary Classification. Given a drug SMILES string, predict its activity (active/inactive) in a high-throughput screening assay against a specified biological target. (1) The compound is CC12OC3(C(CO[Si](C)(C)C(C)(C)C)OC(=O)C3C1S(=O)(=O)c1ccccc1)C(O)C2O. The result is 0 (inactive). (2) The drug is CC1(O)CCC23CC1CC2CCC1C(C)(CO)CCCC13C. The result is 0 (inactive). (3) The molecule is CCOC(=O)CCC(NC(=O)OCc1ccccc1)C(=O)NC(CCC(=O)OCC)C(=O)NC(CCC(=O)OCC)C(=O)NC(CCC(=O)OCC)C(=O)NC(CCC(=O)OCC)C(=O)NC(Cc1ccc([N+](=O)[O-])cc1)C(=O)NC(CCC(=O)OCC)C(=O)NC(CCC(=O)OCC)C(=O)NC(CCC(=O)OCC)C(=O)NC(CCC(=O)OCC)C(=O)NC(CCC(=O)OCC)C(=O)OCC. The result is 0 (inactive).